Predict the reaction yield, written as a fraction of the theoretical maximum amount of product (1.0 means a 100% yield; for example, 0.34 means a 34% yield). From a dataset of Reaction yield outcomes from USPTO patents with 853,638 reactions. (1) The reactants are [N:1]([CH2:4][C@@H:5]1[CH2:10][N:9]([C:11]([O:13][C:14]([CH3:17])([CH3:16])[CH3:15])=[O:12])[C:8]2[CH:18]=[CH:19][CH:20]=[C:21](Br)[C:7]=2[O:6]1)=[N+]=[N-].[Cl:23][C:24]1[CH:29]=[CH:28][C:27](B(O)O)=[C:26]([C:33]([F:36])([F:35])[F:34])[CH:25]=1.C(=O)([O-])[O-].[Na+].[Na+]. The catalyst is COCCOC.O.[Pd].C1(P(C2C=CC=CC=2)C2C=CC=CC=2)C=CC=CC=1.C1(P(C2C=CC=CC=2)C2C=CC=CC=2)C=CC=CC=1.C1(P(C2C=CC=CC=2)C2C=CC=CC=2)C=CC=CC=1.C1(P(C2C=CC=CC=2)C2C=CC=CC=2)C=CC=CC=1. The product is [NH2:1][CH2:4][C@@H:5]1[CH2:10][N:9]([C:11]([O:13][C:14]([CH3:17])([CH3:16])[CH3:15])=[O:12])[C:8]2[CH:18]=[CH:19][CH:20]=[C:21]([C:27]3[CH:28]=[CH:29][C:24]([Cl:23])=[CH:25][C:26]=3[C:33]([F:34])([F:36])[F:35])[C:7]=2[O:6]1. The yield is 0.290. (2) The reactants are [F:1][C:2]1[CH:7]=[CH:6][C:5]([N:8]2[C:17]3[C:12](=[N:13][CH:14]=[C:15]([CH2:18][C:19]4[CH:24]=[CH:23][C:22]([F:25])=[CH:21][CH:20]=4)[CH:16]=3)[C:11]([OH:26])=[C:10]([C:27](OCC)=[O:28])[C:9]2=[O:32])=[CH:4][CH:3]=1.[NH2:33][CH2:34][CH2:35][OH:36]. No catalyst specified. The product is [F:1][C:2]1[CH:3]=[CH:4][C:5]([N:8]2[C:17]3[C:12](=[N:13][CH:14]=[C:15]([CH2:18][C:19]4[CH:24]=[CH:23][C:22]([F:25])=[CH:21][CH:20]=4)[CH:16]=3)[C:11]([OH:26])=[C:10]([C:27]([NH:33][CH2:34][CH2:35][OH:36])=[O:28])[C:9]2=[O:32])=[CH:6][CH:7]=1. The yield is 0.870. (3) The reactants are [CH2:1]([O:8][C:9]1[C:14]([CH2:15][N:16]2[CH2:25][CH2:24][C:23]3[C:18](=[C:19]([Cl:28])[C:20](Br)=[CH:21][C:22]=3[Cl:26])[C:17]2=[O:29])=[C:13]([CH3:30])[CH:12]=[C:11]([CH3:31])[N:10]=1)[C:2]1[CH:7]=[CH:6][CH:5]=[CH:4][CH:3]=1.C(N(CC)CC)C.[CH3:39][CH:40](O)[CH3:41]. No catalyst specified. The product is [CH2:1]([O:8][C:9]1[C:14]([CH2:15][N:16]2[CH2:25][CH2:24][C:23]3[C:18](=[C:19]([Cl:28])[C:20]([C:40]([CH3:41])=[CH2:39])=[CH:21][C:22]=3[Cl:26])[C:17]2=[O:29])=[C:13]([CH3:30])[CH:12]=[C:11]([CH3:31])[N:10]=1)[C:2]1[CH:7]=[CH:6][CH:5]=[CH:4][CH:3]=1. The yield is 0.520.